From a dataset of Full USPTO retrosynthesis dataset with 1.9M reactions from patents (1976-2016). Predict the reactants needed to synthesize the given product. Given the product [CH3:13][O:12][C:9]1[CH:10]=[CH:11][C:6]([C:4](=[O:5])[C:3](=[O:17])[CH3:15])=[C:7]([CH3:14])[CH:8]=1, predict the reactants needed to synthesize it. The reactants are: ON=[C:3]([CH3:15])[C:4]([C:6]1[CH:11]=[CH:10][C:9]([O:12][CH3:13])=[CH:8][C:7]=1[CH3:14])=[O:5].C=[O:17].Cl.